Dataset: NCI-60 drug combinations with 297,098 pairs across 59 cell lines. Task: Regression. Given two drug SMILES strings and cell line genomic features, predict the synergy score measuring deviation from expected non-interaction effect. (1) Drug 1: CC1C(C(CC(O1)OC2CC(CC3=C2C(=C4C(=C3O)C(=O)C5=C(C4=O)C(=CC=C5)OC)O)(C(=O)C)O)N)O.Cl. Drug 2: C1=CC(=CC=C1CCCC(=O)O)N(CCCl)CCCl. Cell line: MDA-MB-435. Synergy scores: CSS=-0.661, Synergy_ZIP=-2.93, Synergy_Bliss=-6.39, Synergy_Loewe=-13.0, Synergy_HSA=-8.70. (2) Drug 1: CS(=O)(=O)C1=CC(=C(C=C1)C(=O)NC2=CC(=C(C=C2)Cl)C3=CC=CC=N3)Cl. Drug 2: C1=NC2=C(N=C(N=C2N1C3C(C(C(O3)CO)O)F)Cl)N. Cell line: MCF7. Synergy scores: CSS=21.4, Synergy_ZIP=-4.71, Synergy_Bliss=7.04, Synergy_Loewe=0.232, Synergy_HSA=6.87. (3) Drug 2: CC1=CC2C(CCC3(C2CCC3(C(=O)C)OC(=O)C)C)C4(C1=CC(=O)CC4)C. Drug 1: C1=CC(=CC=C1CCC2=CNC3=C2C(=O)NC(=N3)N)C(=O)NC(CCC(=O)O)C(=O)O. Synergy scores: CSS=11.3, Synergy_ZIP=-3.23, Synergy_Bliss=-1.32, Synergy_Loewe=-18.9, Synergy_HSA=-5.56. Cell line: DU-145.